From a dataset of Peptide-MHC class II binding affinity with 134,281 pairs from IEDB. Regression. Given a peptide amino acid sequence and an MHC pseudo amino acid sequence, predict their binding affinity value. This is MHC class II binding data. (1) The peptide sequence is LVVRMYLSSQAIRLV. The MHC is HLA-DQA10501-DQB10301 with pseudo-sequence HLA-DQA10501-DQB10301. The binding affinity (normalized) is 0.533. (2) The peptide sequence is KIEIDQDHQEEICEV. The MHC is HLA-DQA10102-DQB10502 with pseudo-sequence HLA-DQA10102-DQB10502. The binding affinity (normalized) is 0.484. (3) The MHC is DRB1_1101 with pseudo-sequence DRB1_1101. The binding affinity (normalized) is 0.593. The peptide sequence is VLAPTRVVLSEMKEA. (4) The peptide sequence is EEKFPYIMGDVELLE. The MHC is DRB1_0101 with pseudo-sequence DRB1_0101. The binding affinity (normalized) is 0.752. (5) The peptide sequence is ENCGTRGPSLRTTTV. The MHC is DRB1_0404 with pseudo-sequence DRB1_0404. The binding affinity (normalized) is 0. (6) The peptide sequence is YWTIVKPGDILLINS. The MHC is DRB1_1101 with pseudo-sequence DRB1_1101. The binding affinity (normalized) is 0.417. (7) The peptide sequence is AYTSSDDQISLFDQS. The MHC is DRB1_0701 with pseudo-sequence DRB1_0701. The binding affinity (normalized) is 0.585. (8) The peptide sequence is DTVLEKNVTVHSVNLLENSH. The MHC is DRB1_0401 with pseudo-sequence DRB1_0401. The binding affinity (normalized) is 0.